Task: Predict hERG channel inhibition at various concentrations.. Dataset: hERG Central: cardiac toxicity at 1µM, 10µM, and general inhibition (1) The compound is O=C(CSCc1ccc([N+](=O)[O-])cc1)N/N=C/c1cccnc1. Results: hERG_inhib (hERG inhibition (general)): blocker. (2) The molecule is CCOC(=O)C1(Cc2cccc(F)c2)CCN(C2CCOCC2)CC1. Results: hERG_inhib (hERG inhibition (general)): blocker. (3) The drug is Cn1cc(CN2CCC(n3nccc3NC(=O)c3ccccc3Cl)CC2)c2ccccc21. Results: hERG_inhib (hERG inhibition (general)): blocker. (4) The drug is CN1C2CCC1CC(OC(=O)c1cc(Cl)cc(Cl)c1)C2.Cl. Results: hERG_inhib (hERG inhibition (general)): blocker. (5) The compound is Cc1cccc(C(=O)NCC(=O)NC(C)c2ccc(-n3ccnc3)cc2)c1. Results: hERG_inhib (hERG inhibition (general)): blocker. (6) The compound is COc1ccc(C(CCNCc2ccccc2F)c2ccc(F)cc2)cc1. Results: hERG_inhib (hERG inhibition (general)): blocker. (7) The molecule is CCCNC(=O)C(Cc1ccc(OC)cc1)NC(=O)c1ccc(C#N)cc1. Results: hERG_inhib (hERG inhibition (general)): blocker. (8) The molecule is OCC1(CCc2ccccc2)CCN(Cc2ccccc2Cl)CC1. Results: hERG_inhib (hERG inhibition (general)): blocker.